This data is from Catalyst prediction with 721,799 reactions and 888 catalyst types from USPTO. The task is: Predict which catalyst facilitates the given reaction. Reactant: [C:1]1([CH3:19])[CH:6]=[CH:5][CH:4]=[C:3]([O:7][CH2:8][C:9]2[CH:18]=[CH:17][C:12]([C:13]([O:15]C)=[O:14])=[CH:11][CH:10]=2)[CH:2]=1.[OH-].[Na+].Cl. Product: [C:1]1([CH3:19])[CH:6]=[CH:5][CH:4]=[C:3]([O:7][CH2:8][C:9]2[CH:10]=[CH:11][C:12]([C:13]([OH:15])=[O:14])=[CH:17][CH:18]=2)[CH:2]=1. The catalyst class is: 88.